This data is from Catalyst prediction with 721,799 reactions and 888 catalyst types from USPTO. The task is: Predict which catalyst facilitates the given reaction. Reactant: [H-].[Na+].[OH:3][C@H:4]1[CH2:7][C@H:6]([C:8]([NH:10][C:11]2[CH:16]=[CH:15][CH:14]=[CH:13][N:12]=2)=[O:9])[CH2:5]1.F[C:18]1[C:23]([CH:24]2[CH2:29][CH2:28][O:27][CH2:26][CH2:25]2)=[CH:22][CH:21]=[CH:20][N:19]=1. The catalyst class is: 31. Product: [N:12]1[CH:13]=[CH:14][CH:15]=[CH:16][C:11]=1[NH:10][C:8]([C@H:6]1[CH2:7][C@H:4]([O:3][C:18]2[C:23]([CH:24]3[CH2:29][CH2:28][O:27][CH2:26][CH2:25]3)=[CH:22][CH:21]=[CH:20][N:19]=2)[CH2:5]1)=[O:9].